This data is from Reaction yield outcomes from USPTO patents with 853,638 reactions. The task is: Predict the reaction yield, written as a fraction of the theoretical maximum amount of product (1.0 means a 100% yield; for example, 0.34 means a 34% yield). (1) The reactants are O1[C:5]2([CH2:10][CH2:9][CH:8]([C:11]3[S:12][CH:13]=[CH:14][N:15]=3)[CH2:7][CH2:6]2)[O:4]CC1.C([O-])([O-])=O.[Na+].[Na+]. The catalyst is C1COCC1. The product is [S:12]1[CH:13]=[CH:14][N:15]=[C:11]1[CH:8]1[CH2:7][CH2:6][C:5](=[O:4])[CH2:10][CH2:9]1. The yield is 0.950. (2) The reactants are [Br:1][C:2]1[CH:7]=[CH:6][C:5]([CH:8]([C:13]2[CH:18]=[CH:17][CH:16]=[C:15]([O:19][CH3:20])[CH:14]=2)[CH2:9]C(O)=O)=[CH:4][CH:3]=1.C([N:23]([CH2:26]C)CC)C.C1(P(N=[N+]=[N-])(C2C=CC=CC=2)=[O:35])C=CC=CC=1.[C:45]([OH:49])([CH3:48])([CH3:47])[CH3:46]. No catalyst specified. The product is [C:45]([O:49][C:26](=[O:35])[NH:23][CH2:9][CH:8]([C:5]1[CH:4]=[CH:3][C:2]([Br:1])=[CH:7][CH:6]=1)[C:13]1[CH:18]=[CH:17][CH:16]=[C:15]([O:19][CH3:20])[CH:14]=1)([CH3:48])([CH3:47])[CH3:46]. The yield is 0.800.